This data is from Full USPTO retrosynthesis dataset with 1.9M reactions from patents (1976-2016). The task is: Predict the reactants needed to synthesize the given product. (1) Given the product [CH2:1]([N:3]1[C:11]2[C:6](=[C:7]([NH2:12])[CH:8]=[CH:9][CH:10]=2)[CH:5]=[N:4]1)[CH3:2], predict the reactants needed to synthesize it. The reactants are: [CH2:1]([N:3]1[C:11]2[C:6](=[C:7]([N+:12]([O-])=O)[CH:8]=[CH:9][CH:10]=2)[CH:5]=[N:4]1)[CH3:2].NC1C=C(C=CC=1OC(C)C)C(N)=O. (2) Given the product [F:19][C:20]1[C:25]([N:26]2[C:34](=[O:35])[C:33]3[C:28](=[CH:29][CH:30]=[CH:31][CH:32]=3)[C:27]2=[O:36])=[CH:24][C:23]([S:37]([N:1]2[C:2]3[CH:11]=[CH:10][CH:9]=[CH:8][C:3]=3[CH2:4][CH2:5][CH2:6][CH2:7]2)(=[O:38])=[O:39])=[C:22]([O:41][CH3:42])[CH:21]=1, predict the reactants needed to synthesize it. The reactants are: [NH:1]1[CH2:7][CH2:6][CH2:5][CH2:4][C:3]2[CH:8]=[CH:9][CH:10]=[CH:11][C:2]1=2.C(N(CC)CC)C.[F:19][C:20]1[C:25]([N:26]2[C:34](=[O:35])[C:33]3[C:28](=[CH:29][CH:30]=[CH:31][CH:32]=3)[C:27]2=[O:36])=[CH:24][C:23]([S:37](Cl)(=[O:39])=[O:38])=[C:22]([O:41][CH3:42])[CH:21]=1.O. (3) Given the product [CH3:1][O:2][C:3]1[C:12]2[C:11](=[O:13])[N:10]([CH2:14][C:15]3[CH:20]=[CH:19][C:18]([O:21][CH3:22])=[CH:17][CH:16]=3)[CH2:9][CH2:8][C:7]=2[C:6]([C:23]([OH:25])=[O:24])=[N:5][CH:4]=1, predict the reactants needed to synthesize it. The reactants are: [CH3:1][O:2][C:3]1[C:12]2[C:11](=[O:13])[N:10]([CH2:14][C:15]3[CH:20]=[CH:19][C:18]([O:21][CH3:22])=[CH:17][CH:16]=3)[CH2:9][CH2:8][C:7]=2[C:6]([C:23]([O:25]CC)=[O:24])=[N:5][CH:4]=1.O.Cl. (4) Given the product [Cl:1][C:2]1[CH:3]=[C:4]2[C:9](=[CH:10][CH:11]=1)[C:8](=[O:12])[N:7]([CH2:13][C:14]1[CH:15]=[CH:16][C:17]([S:20]([CH3:23])(=[O:21])=[O:22])=[CH:18][CH:19]=1)[C:6]([CH:24]([OH:25])[CH2:32][CH2:33][CH2:34][CH3:35])=[C:5]2[C:26]1[CH:27]=[CH:28][CH:29]=[CH:30][CH:31]=1, predict the reactants needed to synthesize it. The reactants are: [Cl:1][C:2]1[CH:3]=[C:4]2[C:9](=[CH:10][CH:11]=1)[C:8](=[O:12])[N:7]([CH2:13][C:14]1[CH:19]=[CH:18][C:17]([S:20]([CH3:23])(=[O:22])=[O:21])=[CH:16][CH:15]=1)[C:6]([CH:24]=[O:25])=[C:5]2[C:26]1[CH:31]=[CH:30][CH:29]=[CH:28][CH:27]=1.[CH2:32]([Mg]Cl)[CH2:33][CH2:34][CH3:35].C(OCC)(=O)C.C(OC(C)C)(C)C. (5) The reactants are: Br[CH2:2][C:3]1[C:4]([C:16]2[CH:21]=[CH:20][CH:19]=[CH:18][CH:17]=2)=[N:5][C:6]2[C:11]([C:12]=1[C:13]([OH:15])=[O:14])=[CH:10][CH:9]=[CH:8][CH:7]=2.[N:22]1[CH:23]=[N:24][N:25]2[CH2:30][CH2:29][NH:28][CH2:27][C:26]=12.C(N(CC)CC)C. Given the product [N:22]1[CH:23]=[N:24][N:25]2[CH2:30][CH2:29][N:28]([CH2:2][C:3]3[C:4]([C:16]4[CH:21]=[CH:20][CH:19]=[CH:18][CH:17]=4)=[N:5][C:6]4[C:11]([C:12]=3[C:13]([OH:15])=[O:14])=[CH:10][CH:9]=[CH:8][CH:7]=4)[CH2:27][C:26]=12, predict the reactants needed to synthesize it. (6) Given the product [Cl:1][C:2]1[CH:3]=[C:4]([NH:8][C:9]2[C:18]3[C:13](=[CH:14][N:15]=[CH:16][CH:17]=3)[C:12]3=[CH:19][CH:20]=[CH:21][C:22]([C:23]([NH:28][NH2:29])=[O:24])=[C:11]3[N:10]=2)[CH:5]=[CH:6][CH:7]=1, predict the reactants needed to synthesize it. The reactants are: [Cl:1][C:2]1[CH:3]=[C:4]([NH:8][C:9]2[C:18]3[C:13](=[CH:14][N:15]=[CH:16][CH:17]=3)[C:12]3=[CH:19][CH:20]=[CH:21][C:22]([C:23](OC)=[O:24])=[C:11]3[N:10]=2)[CH:5]=[CH:6][CH:7]=1.O.[NH2:28][NH2:29]. (7) Given the product [ClH:26].[F:19][C:20]([F:29])([F:30])[C:21]1[CH:28]=[CH:27][C:24]([CH2:25][S:18][C:9]2[NH:8][C@H:7]([C:1]3[CH:2]=[CH:3][CH:4]=[CH:5][CH:6]=3)[C@H:11]([C:12]3[CH:13]=[CH:14][CH:15]=[CH:16][CH:17]=3)[N:10]=2)=[CH:23][CH:22]=1, predict the reactants needed to synthesize it. The reactants are: [C:1]1([C@H:7]2[C@@H:11]([C:12]3[CH:17]=[CH:16][CH:15]=[CH:14][CH:13]=3)[NH:10][C:9](=[S:18])[NH:8]2)[CH:6]=[CH:5][CH:4]=[CH:3][CH:2]=1.[F:19][C:20]([F:30])([F:29])[C:21]1[CH:28]=[CH:27][C:24]([CH2:25][Cl:26])=[CH:23][CH:22]=1.